Task: Predict the reaction yield, written as a fraction of the theoretical maximum amount of product (1.0 means a 100% yield; for example, 0.34 means a 34% yield).. Dataset: Reaction yield outcomes from USPTO patents with 853,638 reactions (1) The reactants are [Cl:1][C:2]1[CH:3]=[C:4]([NH:9][C:10]([CH:12]2[CH2:17][CH2:16][N:15]([CH2:18][C@@H:19]3[CH2:24][CH2:23][CH2:22][NH:21][CH2:20]3)[CH2:14][CH2:13]2)=[O:11])[CH:5]=[CH:6][C:7]=1[Cl:8].[CH:25](=O)[C:26]1[CH:31]=[CH:30][CH:29]=[CH:28][CH:27]=1.C(O[BH-](OC(=O)C)OC(=O)C)(=O)C.[Na+]. The catalyst is ClCCl. The product is [CH2:25]([N:21]1[CH2:22][CH2:23][CH2:24][C@@H:19]([CH2:18][N:15]2[CH2:14][CH2:13][CH:12]([C:10]([NH:9][C:4]3[CH:5]=[CH:6][C:7]([Cl:8])=[C:2]([Cl:1])[CH:3]=3)=[O:11])[CH2:17][CH2:16]2)[CH2:20]1)[C:26]1[CH:31]=[CH:30][CH:29]=[CH:28][CH:27]=1. The yield is 0.150. (2) The reactants are [O:1]=[C:2]1[C:7]([CH2:8][C:9]2[CH:14]=[CH:13][C:12]([C:15]3[C:16]([C:21]#[N:22])=[CH:17][CH:18]=[CH:19][CH:20]=3)=[CH:11][CH:10]=2)=[C:6]([CH2:23][CH2:24][CH3:25])[N:5]2[N:26]=[CH:27][N:28]=[C:4]2[N:3]1[CH:29]1[CH2:34][CH2:33][C:32](=[O:35])[CH2:31][CH2:30]1.[CH3:36][C:37](O)([C:39]([CH3:42])([OH:41])[CH3:40])[CH3:38].O.C1(C)C=CC(S(O)(=O)=O)=CC=1. The catalyst is C1(C)C=CC=CC=1. The product is [O:1]=[C:2]1[C:7]([CH2:8][C:9]2[CH:10]=[CH:11][C:12]([C:15]3[C:16]([C:21]#[N:22])=[CH:17][CH:18]=[CH:19][CH:20]=3)=[CH:13][CH:14]=2)=[C:6]([CH2:23][CH2:24][CH3:25])[N:5]2[N:26]=[CH:27][N:28]=[C:4]2[N:3]1[CH:29]1[CH2:30][CH2:31][C:32]2([O:41][C:39]([CH3:42])([CH3:40])[C:37]([CH3:38])([CH3:36])[O:35]2)[CH2:33][CH2:34]1. The yield is 0.470. (3) The reactants are [I:1][C:2]1[C:10]2[C:5](=[CH:6][CH:7]=[C:8]([C:11]([OH:13])=O)[CH:9]=2)[NH:4][N:3]=1.[CH:14]1([CH:19]([C:21]2[CH:26]=[CH:25][CH:24]=[CH:23][N:22]=2)[NH2:20])[CH2:18][CH2:17][CH2:16][CH2:15]1.CN(C(ON1N=NC2C=CC=CC1=2)=[N+](C)C)C.[B-](F)(F)(F)F.CCN(C(C)C)C(C)C. The catalyst is CN(C=O)C. The product is [CH:14]1([CH:19]([C:21]2[CH:26]=[CH:25][CH:24]=[CH:23][N:22]=2)[NH:20][C:11]([C:8]2[CH:9]=[C:10]3[C:5](=[CH:6][CH:7]=2)[NH:4][N:3]=[C:2]3[I:1])=[O:13])[CH2:15][CH2:16][CH2:17][CH2:18]1. The yield is 0.750. (4) The reactants are [CH3:1][C:2]([C:7]1[S:8][CH:9]=[CH:10][CH:11]=1)([CH3:6])[C:3](=[NH:5])[CH3:4].[C:12]1([CH3:29])[CH:17]=[CH:16][CH:15]=[C:14]([CH:18]([C:24](OCC)=[O:25])[C:19](OCC)=[O:20])[CH:13]=1.CCCCCC. The catalyst is C(OCC)C.COCCOCCOC. The product is [S:8]1[CH:9]=[CH:10][CH:11]=[C:7]1[C:2]([C:3]1[N:5]=[C:24]([OH:25])[C:18]([C:14]2[CH:13]=[C:12]([CH3:29])[CH:17]=[CH:16][CH:15]=2)=[C:19]([OH:20])[CH:4]=1)([CH3:1])[CH3:6]. The yield is 0.520. (5) The reactants are [CH2:1]([N:3]1[CH:11]=[C:10]2[C:5]([CH:6]=[C:7]([C:13]([NH:15][C:16]3[CH:21]=[CH:20][C:19]([CH3:22])=[CH:18][N:17]=3)=[O:14])[CH:8]=[C:9]2[OH:12])=[N:4]1)[CH3:2].Cl[C:24]1[N:25]=[CH:26][C:27]([C:30]([N:32]2[CH2:37][CH2:36][O:35][CH2:34][CH2:33]2)=[O:31])=[N:28][CH:29]=1.C(=O)([O-])[O-].[K+].[K+]. The catalyst is CN(C)C=O.C(OCC)(=O)C. The product is [CH2:1]([N:3]1[CH:11]=[C:10]2[C:5]([CH:6]=[C:7]([C:13]([NH:15][C:16]3[CH:21]=[CH:20][C:19]([CH3:22])=[CH:18][N:17]=3)=[O:14])[CH:8]=[C:9]2[O:12][C:24]2[CH:29]=[N:28][C:27]([C:30]([N:32]3[CH2:37][CH2:36][O:35][CH2:34][CH2:33]3)=[O:31])=[CH:26][N:25]=2)=[N:4]1)[CH3:2]. The yield is 0.520. (6) The reactants are [H-].[Na+].[NH2:3][C:4]1[CH:5]=[C:6]([NH:14][C:15](=[O:20])[CH2:16][CH2:17][CH2:18]Cl)[CH:7]=[C:8]([C:10]([F:13])([F:12])[F:11])[CH:9]=1. The catalyst is C1COCC1. The product is [NH2:3][C:4]1[CH:5]=[C:6]([N:14]2[CH2:18][CH2:17][CH2:16][C:15]2=[O:20])[CH:7]=[C:8]([C:10]([F:13])([F:12])[F:11])[CH:9]=1. The yield is 0.900. (7) The reactants are [OH:1][CH:2]([CH2:5][C@H:6]1[CH2:17][CH2:16][C:15]2[S:14][C:13]3[N:12]=[CH:11][N:10]=[C:9]([O:18][CH:19]4[CH2:24][CH2:23][CH:22]([N:25]5[CH2:30][CH2:29][O:28][CH2:27][CH2:26]5)[CH2:21][CH2:20]4)[C:8]=3[C:7]1=2)[C:3]#[N:4].[CH3:31][C:32]([Si:35](Cl)([CH3:37])[CH3:36])([CH3:34])[CH3:33].N1C=CN=C1. The catalyst is ClCCl.CN(C)C1C=CN=CC=1.O. The product is [Si:35]([O:1][CH:2]([CH2:5][C@H:6]1[CH2:17][CH2:16][C:15]2[S:14][C:13]3[N:12]=[CH:11][N:10]=[C:9]([O:18][CH:19]4[CH2:20][CH2:21][CH:22]([N:25]5[CH2:30][CH2:29][O:28][CH2:27][CH2:26]5)[CH2:23][CH2:24]4)[C:8]=3[C:7]1=2)[C:3]#[N:4])([C:32]([CH3:34])([CH3:33])[CH3:31])([CH3:37])[CH3:36]. The yield is 0.950. (8) The reactants are [CH2:1]([NH2:13])[CH2:2][CH2:3][CH2:4][CH2:5][CH2:6][CH2:7][CH2:8][CH2:9][CH2:10][CH2:11][CH3:12].C([O-])([O-])=O.[Na+].[Na+].Br[CH2:21][CH2:22][CH2:23][CH2:24][CH2:25][CH2:26][CH2:27][CH2:28][CH2:29][CH2:30][CH2:31][CH2:32][CH2:33][CH3:34]. The catalyst is [I-].C([N+](CCCC)(CCCC)CCCC)CCC.CN(C=O)C.O1CCOCC1. The product is [CH2:1]([NH:13][CH2:34][CH2:33][CH2:32][CH2:31][CH2:30][CH2:29][CH2:28][CH2:27][CH2:26][CH2:25][CH2:24][CH2:23][CH2:22][CH3:21])[CH2:2][CH2:3][CH2:4][CH2:5][CH2:6][CH2:7][CH2:8][CH2:9][CH2:10][CH2:11][CH3:12]. The yield is 0.350.